This data is from Full USPTO retrosynthesis dataset with 1.9M reactions from patents (1976-2016). The task is: Predict the reactants needed to synthesize the given product. The reactants are: [CH2:1]([C:3]1[CH:18]=[C:17]([C:19]2[N:23]=C(C3C=C(C)N=C(NCC)N=3)O[N:20]=2)[CH:16]=[C:15]([CH3:34])[C:4]=1[O:5][CH2:6][C@@H:7]([OH:14])[CH2:8][NH:9][C:10](=[O:13])[CH2:11][OH:12])C.[CH2:35]([NH:39][C:40]1[N:45]=[C:44]([C:46]([OH:48])=O)[CH:43]=[C:42]([CH3:49])[N:41]=1)[CH:36]([CH3:38])[CH3:37].OCC(NCC(O)COC1C(C)=CC(C(=N)NO)=CC=1C)=O. Given the product [CH2:35]([NH:39][C:40]1[N:45]=[C:44]([C:46]2[O:48][N:23]=[C:19]([C:17]3[CH:18]=[C:3]([CH3:1])[C:4]([O:5][CH2:6][CH:7]([OH:14])[CH2:8][NH:9][C:10](=[O:13])[CH2:11][OH:12])=[C:15]([CH3:34])[CH:16]=3)[N:20]=2)[CH:43]=[C:42]([CH3:49])[N:41]=1)[CH:36]([CH3:37])[CH3:38], predict the reactants needed to synthesize it.